Dataset: Reaction yield outcomes from USPTO patents with 853,638 reactions. Task: Predict the reaction yield, written as a fraction of the theoretical maximum amount of product (1.0 means a 100% yield; for example, 0.34 means a 34% yield). (1) The reactants are [Br:1][C:2]1[CH:7]=[CH:6][C:5]([C:8]2[O:9][C:10]([CH3:17])=[C:11]([CH2:13][C:14](O)=[O:15])[N:12]=2)=[CH:4][CH:3]=1. The catalyst is C1COCC1. The product is [Br:1][C:2]1[CH:3]=[CH:4][C:5]([C:8]2[O:9][C:10]([CH3:17])=[C:11]([CH2:13][CH2:14][OH:15])[N:12]=2)=[CH:6][CH:7]=1. The yield is 0.720. (2) The reactants are Br[C:2]1[CH:3]=[C:4]([C:9]2[C:10]3[N:17]=[CH:16][N:15]([CH2:18][CH3:19])[C:11]=3[N:12]=[N:13][CH:14]=2)[CH:5]=[CH:6][C:7]=1[F:8].[CH3:20][C:21]1([CH3:37])[C:25]([CH3:27])([CH3:26])[O:24][B:23]([B:23]2[O:24][C:25]([CH3:27])([CH3:26])[C:21]([CH3:37])([CH3:20])[O:22]2)[O:22]1.C([O-])(=O)C.[K+]. The catalyst is O1CCOCC1.[Pd](Cl)Cl.C1(P(C2C=CC=CC=2)[C-]2C=CC=C2)C=CC=CC=1.[C-]1(P(C2C=CC=CC=2)C2C=CC=CC=2)C=CC=C1.[Fe+2]. The product is [CH2:18]([N:15]1[C:11]2[N:12]=[N:13][CH:14]=[C:9]([C:4]3[CH:5]=[CH:6][C:7]([F:8])=[C:2]([B:23]4[O:24][C:25]([CH3:27])([CH3:26])[C:21]([CH3:37])([CH3:20])[O:22]4)[CH:3]=3)[C:10]=2[N:17]=[CH:16]1)[CH3:19]. The yield is 0.740. (3) The reactants are [Cl:1][C:2]1[CH:7]=[CH:6][C:5]([N+:8]([O-])=O)=[CH:4][C:3]=1[CH2:11][C:12]([O:14][CH2:15][CH3:16])=[O:13].Cl. The catalyst is CCO.[Fe]. The product is [NH2:8][C:5]1[CH:6]=[CH:7][C:2]([Cl:1])=[C:3]([CH2:11][C:12]([O:14][CH2:15][CH3:16])=[O:13])[CH:4]=1. The yield is 0.560. (4) The reactants are [Cl:1][C:2]1[C:3](Br)=[N:4][CH:5]=[CH:6][CH:7]=1.[O-]P([O-])([O-])=O.[K+].[K+].[K+].[CH:17]1(B(O)O)[CH2:19][CH2:18]1.C1(P(C2CCCCC2)C2CCCCC2)CCCCC1. The catalyst is C1(C)C=CC=CC=1.O.CCOC(C)=O.C([O-])(=O)C.C([O-])(=O)C.[Pd+2]. The product is [Cl:1][C:2]1[C:3]([CH:17]2[CH2:19][CH2:18]2)=[N:4][CH:5]=[CH:6][CH:7]=1. The yield is 0.620. (5) The reactants are CS(O[CH2:6][C@@H:7]([NH:14][C:15]([O:17][C:18]([CH3:21])([CH3:20])[CH3:19])=[O:16])[C:8]1[CH:13]=[CH:12][CH:11]=[CH:10][CH:9]=1)(=O)=O.[NH:22]1[CH2:27][CH2:26][O:25][CH2:24][CH2:23]1.C(OCC)C. The catalyst is C1COCC1. The product is [N:22]1([CH2:6][C@@H:7]([NH:14][C:15](=[O:16])[O:17][C:18]([CH3:21])([CH3:20])[CH3:19])[C:8]2[CH:13]=[CH:12][CH:11]=[CH:10][CH:9]=2)[CH2:27][CH2:26][O:25][CH2:24][CH2:23]1. The yield is 0.480. (6) The reactants are Cl[S:2]([C:5]1[CH:6]=[C:7]2[C:11](=[CH:12][CH:13]=1)[NH:10][C:9](=[O:14])[CH2:8]2)(=[O:4])=[O:3].[CH3:15][NH2:16]. The catalyst is O1CCCC1. The product is [CH3:15][NH:16][S:2]([C:5]1[CH:6]=[C:7]2[C:11](=[CH:12][CH:13]=1)[NH:10][C:9](=[O:14])[CH2:8]2)(=[O:4])=[O:3]. The yield is 0.880.